Predict the reactants needed to synthesize the given product. From a dataset of Full USPTO retrosynthesis dataset with 1.9M reactions from patents (1976-2016). (1) Given the product [CH:1]1([NH:4][C:5]2[N:10]3[N:11]=[C:12]([CH3:16])[C:13]([CH:14]=[C:22]4[S:18][C:19](=[O:24])[NH:20][C:21]4=[O:23])=[C:9]3[N:8]=[C:7]([CH3:17])[CH:6]=2)[CH2:3][CH2:2]1, predict the reactants needed to synthesize it. The reactants are: [CH:1]1([NH:4][C:5]2[N:10]3[N:11]=[C:12]([CH3:16])[C:13]([CH:14]=O)=[C:9]3[N:8]=[C:7]([CH3:17])[CH:6]=2)[CH2:3][CH2:2]1.[S:18]1[CH2:22][C:21](=[O:23])[NH:20][C:19]1=[O:24].N1CCCCC1. (2) Given the product [OH:17][C:7]1([C:2]2[N:1]=[CH:6][CH:5]=[CH:4][N:3]=2)[CH2:16][CH2:15][C:10](=[O:11])[CH2:9][CH2:8]1, predict the reactants needed to synthesize it. The reactants are: [N:1]1[CH:6]=[CH:5][CH:4]=[N:3][C:2]=1[C:7]1([OH:17])[CH2:16][CH2:15][C:10]2(OCC[O:11]2)[CH2:9][CH2:8]1.Cl. (3) Given the product [CH3:1][O:2][C:3]1[CH:4]=[C:5]([CH:10]=[CH:11][C:12]=1[O:13][CH2:14][C:15]1[CH:20]=[CH:19][CH:18]=[C:17]([O:21][CH2:22][C:23]2[CH:32]=[CH:31][C:30]3[C:25](=[CH:26][CH:27]=[CH:28][CH:29]=3)[N:24]=2)[CH:16]=1)[C:6]([OH:8])=[O:7], predict the reactants needed to synthesize it. The reactants are: [CH3:1][O:2][C:3]1[CH:4]=[C:5]([CH:10]=[CH:11][C:12]=1[O:13][CH2:14][C:15]1[CH:20]=[CH:19][CH:18]=[C:17]([O:21][CH2:22][C:23]2[CH:32]=[CH:31][C:30]3[C:25](=[CH:26][CH:27]=[CH:28][CH:29]=3)[N:24]=2)[CH:16]=1)[C:6]([O:8]C)=[O:7].[OH-].[Na+]. (4) Given the product [Si:15]([O:14][C@@H:8]([C:5]1[CH:6]=[CH:7][C:2]([CH:51]2[CH2:50][CH2:49][C:48](=[O:52])[CH:47]2[CH2:46][CH2:45][CH2:44][CH2:43][CH2:42][CH2:41][C:37]([O:39][CH3:40])=[O:38])=[CH:3][CH:4]=1)[CH2:9][CH2:10][CH2:11][CH2:12][CH3:13])([C:18]([CH3:21])([CH3:20])[CH3:19])([CH3:17])[CH3:16], predict the reactants needed to synthesize it. The reactants are: Br[C:2]1[CH:7]=[CH:6][C:5]([C@H:8]([O:14][Si:15]([C:18]([CH3:21])([CH3:20])[CH3:19])([CH3:17])[CH3:16])[CH2:9][CH2:10][CH2:11][CH2:12][CH3:13])=[CH:4][CH:3]=1.C([Li])(C)(C)C.CN(C)P(N(C)C)N(C)C.[C:37]([CH2:41][CH2:42][CH2:43][CH2:44][CH2:45][CH2:46][C:47]1[C:48](=[O:52])[CH2:49][CH2:50][CH:51]=1)([O:39][CH3:40])=[O:38].